Dataset: Forward reaction prediction with 1.9M reactions from USPTO patents (1976-2016). Task: Predict the product of the given reaction. (1) The product is: [Br:1][C:2]1[CH:7]=[CH:6][C:5]([S:8]([N:11]2[CH2:18][CH2:17][C:14]([CH2:15][NH:29][C:26]3([CH2:25][O:24][Si:23]([C:20]([CH3:22])([CH3:21])[CH3:19])([CH3:30])[CH3:31])[CH2:28][CH2:27]3)([OH:16])[CH2:13][CH2:12]2)(=[O:10])=[O:9])=[CH:4][CH:3]=1. Given the reactants [Br:1][C:2]1[CH:7]=[CH:6][C:5]([S:8]([N:11]2[CH2:18][CH2:17][C:14]3([O:16][CH2:15]3)[CH2:13][CH2:12]2)(=[O:10])=[O:9])=[CH:4][CH:3]=1.[CH3:19][C:20]([Si:23]([CH3:31])([CH3:30])[O:24][CH2:25][C:26]1([NH2:29])[CH2:28][CH2:27]1)([CH3:22])[CH3:21], predict the reaction product. (2) Given the reactants [CH:1]1([C:7]#[C:8][C:9]2[CH:16]=[CH:15][C:12](C#N)=[CH:11][N:10]=2)[CH2:6][CH2:5][CH2:4][CH2:3][CH2:2]1.CC1C=C2N=C3C(=NC(NC3=O)=O)[N:25](C[C@H](O)[C@H](O)[C@H](O)CO)[C:21]2=CC=1C.[C:52](O[C:52]([O:54][C:55]([CH3:58])([CH3:57])[CH3:56])=[O:53])([O:54][C:55]([CH3:58])([CH3:57])[CH3:56])=[O:53].[H][H], predict the reaction product. The product is: [C:55]([O:54][C:52]([C:12]1[C:11]([CH2:21][NH2:25])=[N:10][C:9]([CH2:8][CH2:7][CH:1]2[CH2:2][CH2:3][CH2:4][CH2:5][CH2:6]2)=[CH:16][CH:15]=1)=[O:53])([CH3:56])([CH3:57])[CH3:58]. (3) Given the reactants [Br:1][C:2]1[CH:7]=[CH:6][C:5]([CH2:8][C:9](O)=[O:10])=[C:4]([F:12])[CH:3]=1.O=S(Cl)[Cl:15], predict the reaction product. The product is: [Br:1][C:2]1[CH:7]=[CH:6][C:5]([CH2:8][C:9]([Cl:15])=[O:10])=[C:4]([F:12])[CH:3]=1. (4) Given the reactants C(O[C:4](=[O:14])[C:5]([C:8]1[CH:9]=[N:10][CH:11]=[CH:12][CH:13]=1)=[CH:6]O)C.[NH:15]([C:17]1[CH:22]=[C:21]([CH3:23])[CH:20]=[CH:19][N:18]=1)[NH2:16].C([O-])C.[Na+].Cl, predict the reaction product. The product is: [CH3:23][C:21]1[CH:20]=[CH:19][N:18]=[C:17]([N:15]2[C:4](=[O:14])[C:5]([C:8]3[CH:9]=[N:10][CH:11]=[CH:12][CH:13]=3)=[CH:6][NH:16]2)[CH:22]=1. (5) Given the reactants C[O:2][C:3]([CH:5]1[CH2:20][C@@:8]2([O:12][N:11]=[C:10]([C:13]3[CH:18]=[CH:17][CH:16]=[C:15]([Cl:19])[CH:14]=3)[CH2:9]2)[CH2:7][N:6]1[C:21]([O:23][C:24]([CH3:27])([CH3:26])[CH3:25])=[O:22])=[O:4].[Li+].[OH-].Cl, predict the reaction product. The product is: [C:24]([O:23][C:21]([N:6]1[CH:5]([C:3]([OH:4])=[O:2])[CH2:20][C@@:8]2([O:12][N:11]=[C:10]([C:13]3[CH:18]=[CH:17][CH:16]=[C:15]([Cl:19])[CH:14]=3)[CH2:9]2)[CH2:7]1)=[O:22])([CH3:27])([CH3:25])[CH3:26]. (6) Given the reactants [NH:1]1[CH2:4][CH:3]([O:5][C:6]2[C:11]([C:12]3[CH:17]=[CH:16][C:15]([S:18]([CH3:20])=[O:19])=[CH:14][CH:13]=3)=[CH:10][C:9]([C:21]3[NH:30][C:29](=[O:31])[C:28]4[C:23](=[CH:24][C:25]([F:34])=[CH:26][C:27]=4[O:32][CH3:33])[N:22]=3)=[CH:8][CH:7]=2)[CH2:2]1.C=O.O.[C:38]([O-])(=O)C.[Na+].C(O)(=O)C.C(O[BH-](OC(=O)C)OC(=O)C)(=O)C.[Na+], predict the reaction product. The product is: [F:34][C:25]1[CH:24]=[C:23]2[C:28]([C:29](=[O:31])[NH:30][C:21]([C:9]3[CH:10]=[C:11]([C:12]4[CH:17]=[CH:16][C:15]([S:18]([CH3:20])=[O:19])=[CH:14][CH:13]=4)[C:6]([O:5][CH:3]4[CH2:2][N:1]([CH3:38])[CH2:4]4)=[CH:7][CH:8]=3)=[N:22]2)=[C:27]([O:32][CH3:33])[CH:26]=1.